This data is from Reaction yield outcomes from USPTO patents with 853,638 reactions. The task is: Predict the reaction yield, written as a fraction of the theoretical maximum amount of product (1.0 means a 100% yield; for example, 0.34 means a 34% yield). (1) The reactants are [CH3:1][Li].[CH3:3][O:4][C:5](=[O:20])[C:6]([C:18]#[N:19])=[C:7]([C:9]1[CH:14]=[CH:13][C:12]([F:15])=[CH:11][C:10]=1[O:16][CH3:17])[CH3:8]. The catalyst is C(OCC)C.[Cu]I. The product is [CH3:3][O:4][C:5](=[O:20])[CH:6]([C:18]#[N:19])[C:7]([C:9]1[CH:14]=[CH:13][C:12]([F:15])=[CH:11][C:10]=1[O:16][CH3:17])([CH3:1])[CH3:8]. The yield is 0.990. (2) The reactants are Cl.[C:2](=[NH:6])([NH2:5])[CH2:3][CH3:4].C[O-].[Na+].[C:10]([C:12]1[CH:17]=[CH:16][CH:15]=[CH:14][C:13]=1[C:18]1[CH:23]=[CH:22][C:21]([CH2:24][CH:25]([C:30](=O)[CH2:31][CH2:32][CH2:33][CH3:34])[C:26](OC)=[O:27])=[CH:20][CH:19]=1)#[N:11]. The catalyst is CO. The product is [CH2:31]([C:30]1[N:6]=[C:2]([CH2:3][CH3:4])[NH:5][C:26](=[O:27])[C:25]=1[CH2:24][C:21]1[CH:20]=[CH:19][C:18]([C:13]2[C:12]([C:10]#[N:11])=[CH:17][CH:16]=[CH:15][CH:14]=2)=[CH:23][CH:22]=1)[CH2:32][CH2:33][CH3:34]. The yield is 0.830. (3) The reactants are [CH3:1][C@:2]12[C@@:19]3([CH3:20])[C@@H:10]([C@:11]4([CH3:31])[C@@H:16]([CH2:17][CH2:18]3)[C:15]([CH3:22])([CH3:21])[C:14](OS(C(F)(F)F)(=O)=O)=[CH:13][CH2:12]4)[CH2:9][CH2:8][CH:7]1[C@H:6]1[C@H:32]([C:35]([CH3:37])=[CH2:36])[CH2:33][CH2:34][C@:5]1([C:38]([O:40][CH2:41][C:42]1[CH:47]=[CH:46][CH:45]=[CH:44][CH:43]=1)=[O:39])[CH2:4][CH2:3]2.CC(O)C.O.C(=O)([O-])[O-].[Na+].[Na+].[CH3:59][O:60][C:61]([C:63]1[CH:68]=[CH:67][C:66](B(O)O)=[CH:65][CH:64]=1)=[O:62]. The catalyst is O1CCOCC1.C1C=CC([P]([Pd]([P](C2C=CC=CC=2)(C2C=CC=CC=2)C2C=CC=CC=2)([P](C2C=CC=CC=2)(C2C=CC=CC=2)C2C=CC=CC=2)[P](C2C=CC=CC=2)(C2C=CC=CC=2)C2C=CC=CC=2)(C2C=CC=CC=2)C2C=CC=CC=2)=CC=1.O. The product is [CH3:59][O:60][C:61]([C:63]1[CH:68]=[CH:67][C:66]([C:14]2[C:15]([CH3:22])([CH3:21])[C@H:16]3[C@:11]([CH3:31])([CH2:12][CH:13]=2)[C@@H:10]2[C@:19]([CH3:20])([C@@:2]4([CH3:1])[C@H:7]([CH2:8][CH2:9]2)[C@H:6]2[C@H:32]([C:35]([CH3:37])=[CH2:36])[CH2:33][CH2:34][C@:5]2([C:38]([O:40][CH2:41][C:42]2[CH:47]=[CH:46][CH:45]=[CH:44][CH:43]=2)=[O:39])[CH2:4][CH2:3]4)[CH2:18][CH2:17]3)=[CH:65][CH:64]=1)=[O:62]. The yield is 0.684. (4) The reactants are [CH3:1][NH:2][CH3:3].[CH2:4]=O.[N+:6]([C:9]1[CH:17]=[C:16]2[C:12]([CH:13]=[CH:14][NH:15]2)=[CH:11][CH:10]=1)([O-:8])=[O:7].[OH-].[Na+]. The catalyst is C(O)(=O)C. The product is [CH3:1][N:2]([CH3:4])[CH2:3][C:13]1[C:12]2[C:16](=[CH:17][C:9]([N+:6]([O-:8])=[O:7])=[CH:10][CH:11]=2)[NH:15][CH:14]=1. The yield is 0.870. (5) The reactants are [CH3:1][CH:2]([CH2:5][CH2:6][CH2:7][C:8]1[CH:13]=[CH:12][CH:11]=[CH:10][CH:9]=1)[CH2:3][OH:4].[H][H]. The catalyst is [Pd]. The product is [CH:8]1([CH2:7][CH2:6][CH2:5][CH:2]([CH3:1])[CH2:3][OH:4])[CH2:13][CH2:12][CH2:11][CH2:10][CH2:9]1. The yield is 0.996. (6) The catalyst is C1C=CC([P]([Pd]([P](C2C=CC=CC=2)(C2C=CC=CC=2)C2C=CC=CC=2)([P](C2C=CC=CC=2)(C2C=CC=CC=2)C2C=CC=CC=2)[P](C2C=CC=CC=2)(C2C=CC=CC=2)C2C=CC=CC=2)(C2C=CC=CC=2)C2C=CC=CC=2)=CC=1.C1(C)C=CC=CC=1. The reactants are Br[C:2]1[CH:14]=[CH:13][C:12]2[C:11]3[C:6](=[CH:7][C:8]([Br:15])=[CH:9][CH:10]=3)[C:5]([CH3:17])([CH3:16])[C:4]=2[CH:3]=1.[C:18]1([C:27]2[CH:32]=[CH:31][CH:30]=[CH:29][CH:28]=2)[CH:23]=[CH:22][CH:21]=[CH:20][C:19]=1B(O)O.C([O-])([O-])=O.[Na+].[Na+].CCO. The yield is 0.630. The product is [C:18]1([C:27]2[CH:28]=[CH:29][CH:30]=[CH:31][CH:32]=2)[CH:23]=[CH:22][CH:21]=[CH:20][C:19]=1[C:2]1[CH:14]=[CH:13][C:12]2[C:11]3[C:6](=[CH:7][C:8]([Br:15])=[CH:9][CH:10]=3)[C:5]([CH3:17])([CH3:16])[C:4]=2[CH:3]=1. (7) The reactants are [Cl:1][C:2]1[CH:3]=[C:4]([N:13]([CH2:23][C:24]2[CH:29]=[CH:28][C:27]([O:30][CH3:31])=[CH:26][CH:25]=2)[C:14]2[CH:15]=[C:16]([CH:20]=[CH:21][CH:22]=2)[C:17]([OH:19])=O)[C:5]2[N:6]([C:8]([C:11]#[N:12])=[CH:9][N:10]=2)[N:7]=1.[CH3:32][N:33]([CH3:37])[CH2:34][CH2:35][NH2:36].F[P-](F)(F)(F)(F)F.N1(O[P+](N(C)C)(N(C)C)N(C)C)C2C=CC=CC=2N=N1. The catalyst is CN(C=O)C. The product is [Cl:1][C:2]1[CH:3]=[C:4]([N:13]([CH2:23][C:24]2[CH:29]=[CH:28][C:27]([O:30][CH3:31])=[CH:26][CH:25]=2)[C:14]2[CH:15]=[C:16]([CH:20]=[CH:21][CH:22]=2)[C:17]([NH:36][CH2:35][CH2:34][N:33]([CH3:37])[CH3:32])=[O:19])[C:5]2[N:6]([C:8]([C:11]#[N:12])=[CH:9][N:10]=2)[N:7]=1. The yield is 0.937. (8) The reactants are Br[CH2:2][C:3]([CH3:5])=[CH2:4].[C:6]1(=[O:16])[NH:10][C:9](=[O:11])[C:8]2=[CH:12][CH:13]=[CH:14][CH:15]=[C:7]12.[K]. The catalyst is CN(C=O)C.O. The product is [CH3:5][C:3](=[CH2:4])[CH2:2][N:10]1[C:6](=[O:16])[C:7]2[C:8](=[CH:12][CH:13]=[CH:14][CH:15]=2)[C:9]1=[O:11]. The yield is 0.720.